This data is from Peptide-MHC class I binding affinity with 185,985 pairs from IEDB/IMGT. The task is: Regression. Given a peptide amino acid sequence and an MHC pseudo amino acid sequence, predict their binding affinity value. This is MHC class I binding data. The peptide sequence is ALYSYASAK. The MHC is HLA-A01:01 with pseudo-sequence HLA-A01:01. The binding affinity (normalized) is 0.0847.